Regression. Given a peptide amino acid sequence and an MHC pseudo amino acid sequence, predict their binding affinity value. This is MHC class I binding data. From a dataset of Peptide-MHC class I binding affinity with 185,985 pairs from IEDB/IMGT. (1) The peptide sequence is LPNTLVFQA. The MHC is HLA-B53:01 with pseudo-sequence HLA-B53:01. The binding affinity (normalized) is 0.359. (2) The peptide sequence is ALMEITSRY. The MHC is HLA-A03:01 with pseudo-sequence HLA-A03:01. The binding affinity (normalized) is 0.559.